From a dataset of Peptide-MHC class I binding affinity with 185,985 pairs from IEDB/IMGT. Regression. Given a peptide amino acid sequence and an MHC pseudo amino acid sequence, predict their binding affinity value. This is MHC class I binding data. (1) The peptide sequence is WTMKILIGV. The MHC is HLA-A02:01 with pseudo-sequence HLA-A02:01. The binding affinity (normalized) is 0.580. (2) The peptide sequence is ATQLATLRK. The MHC is HLA-A11:01 with pseudo-sequence HLA-A11:01. The binding affinity (normalized) is 0.610. (3) The peptide sequence is ETKKTMLAL. The MHC is HLA-B48:01 with pseudo-sequence HLA-B48:01. The binding affinity (normalized) is 0.0847. (4) The peptide sequence is FFSYLMKDK. The MHC is H-2-Dd with pseudo-sequence H-2-Dd. The binding affinity (normalized) is 0. (5) The MHC is HLA-A33:01 with pseudo-sequence HLA-A33:01. The peptide sequence is RLFEESLGIR. The binding affinity (normalized) is 0.384. (6) The peptide sequence is LLPYPIAGC. The MHC is HLA-A02:01 with pseudo-sequence HLA-A02:01. The binding affinity (normalized) is 0.211. (7) The peptide sequence is IKWLWKANK. The MHC is HLA-A26:01 with pseudo-sequence HLA-A26:01. The binding affinity (normalized) is 0.0847. (8) The peptide sequence is SYVPSAEQIL. The MHC is H-2-Kd with pseudo-sequence H-2-Kd. The binding affinity (normalized) is 0.480. (9) The peptide sequence is IATATWFQY. The MHC is HLA-B35:01 with pseudo-sequence HLA-B35:01. The binding affinity (normalized) is 1.00.